Dataset: Forward reaction prediction with 1.9M reactions from USPTO patents (1976-2016). Task: Predict the product of the given reaction. (1) Given the reactants Br[C:2]1[CH:18]=[CH:17][C:5]2[S:6][C:7]([C:10]3[CH:15]=[CH:14][N:13]=[C:12]([NH2:16])[N:11]=3)=[C:8]([CH3:9])[C:4]=2[CH:3]=1.[C:19]1(B(O)O)[CH:24]=[CH:23][CH:22]=[CH:21][CH:20]=1.C([O-])([O-])=O.[Na+].[Na+].C1COCC1, predict the reaction product. The product is: [CH3:9][C:8]1[C:4]2[CH:3]=[C:2]([C:19]3[CH:24]=[CH:23][CH:22]=[CH:21][CH:20]=3)[CH:18]=[CH:17][C:5]=2[S:6][C:7]=1[C:10]1[CH:15]=[CH:14][N:13]=[C:12]([NH2:16])[N:11]=1. (2) The product is: [Cl:67][C:62]1[CH:63]=[CH:64][CH:65]=[CH:66][C:61]=1[N:58]1[C:54]2=[N:55][CH:56]=[N:57][C:52]([O:51][C@@H:41]([CH2:40][O:39][CH2:38][CH2:37][OH:36])[C:42]([NH:44][C:45]3[CH:50]=[CH:49][CH:48]=[CH:47][N:46]=3)=[O:43])=[C:53]2[CH:60]=[N:59]1. Given the reactants [F-].C([N+](CCCC)(CCCC)CCCC)CCC.[Si]([O:36][CH2:37][CH2:38][O:39][CH2:40][C@H:41]([O:51][C:52]1[N:57]=[CH:56][N:55]=[C:54]2[N:58]([C:61]3[CH:66]=[CH:65][CH:64]=[CH:63][C:62]=3[Cl:67])[N:59]=[CH:60][C:53]=12)[C:42]([NH:44][C:45]1[CH:50]=[CH:49][CH:48]=[CH:47][N:46]=1)=[O:43])(C(C)(C)C)(C1C=CC=CC=1)C1C=CC=CC=1, predict the reaction product.